Dataset: Catalyst prediction with 721,799 reactions and 888 catalyst types from USPTO. Task: Predict which catalyst facilitates the given reaction. (1) The catalyst class is: 8. Product: [Br:1][C:2]1[S:6][C:5]([C:7]2[NH:11][CH:25]([C:26]([O:28][CH3:29])=[O:27])[CH2:30][N:31]=2)=[C:4]([C:12]2[CH:13]=[CH:14][C:15]([Cl:18])=[CH:16][C:17]=2[Cl:22])[C:3]=1[C:20]#[N:21]. Reactant: [Br:1][C:2]1[S:6][C:5]([C:7](=[NH:11])OCC)=[C:4]([C:12]2(Cl)[CH:17]=[CH:16][C:15]([Cl:18])=[CH:14][CH2:13]2)[C:3]=1[C:20]#[N:21].[ClH:22].Cl.N[CH:25]([CH2:30][NH2:31])[C:26]([O:28][CH3:29])=[O:27]. (2) Product: [NH2:27][C:16]1[CH:17]=[CH:12][CH:13]=[CH:14][C:21]=1[C:22](=[O:24])[CH2:23][C:11]([C:12]1[CH:13]=[CH:14][C:15]([O:18][CH3:19])=[CH:16][CH:17]=1)=[O:20]. Reactant: C(C1C=CC=CC=1N[C:11](=[O:20])[C:12]1[CH:17]=[CH:16][C:15]([O:18][CH3:19])=[CH:14][CH:13]=1)(=O)C.[CH3:21][C:22](C)([O-:24])[CH3:23].[K+].[NH4+:27].[Cl-]. The catalyst class is: 107. (3) Reactant: ClC1C=C(C=CC=1)C(OO)=[O:6].[N:12]1([C:18]([O:20][CH2:21][C:22]2[CH:27]=[CH:26][CH:25]=[CH:24][CH:23]=2)=[O:19])[CH2:17][CH2:16][CH:15]=[CH:14][CH2:13]1.O. Product: [CH:14]12[O:6][CH:15]1[CH2:16][CH2:17][N:12]([C:18]([O:20][CH2:21][C:22]1[CH:23]=[CH:24][CH:25]=[CH:26][CH:27]=1)=[O:19])[CH2:13]2. The catalyst class is: 4. (4) Reactant: C(OC(=O)[NH:7][C:8]1[CH:13]=[CH:12][CH:11]=[CH:10][C:9]=1[NH:14][C:15](=[O:44])/[CH:16]=[CH:17]/[C:18]1[CH:23]=[CH:22][C:21]([CH:24]([C:31](=[O:43])[NH:32][C:33]2[CH:38]=[CH:37][C:36]([C:39]([CH3:42])([CH3:41])[CH3:40])=[CH:35][CH:34]=2)[NH:25][CH2:26][CH2:27][N:28]([CH3:30])[CH3:29])=[CH:20][CH:19]=1)(C)(C)C.Cl. Product: [NH2:7][C:8]1[CH:13]=[CH:12][CH:11]=[CH:10][C:9]=1[NH:14][C:15](=[O:44])/[CH:16]=[CH:17]/[C:18]1[CH:23]=[CH:22][C:21]([CH:24]([C:31](=[O:43])[NH:32][C:33]2[CH:34]=[CH:35][C:36]([C:39]([CH3:40])([CH3:41])[CH3:42])=[CH:37][CH:38]=2)[NH:25][CH2:26][CH2:27][N:28]([CH3:30])[CH3:29])=[CH:20][CH:19]=1. The catalyst class is: 5. (5) Reactant: [CH3:1][C:2]1[CH:7]=[CH:6][C:5]([NH:8][C:9](=[O:20])[C:10]2[CH:15]=[CH:14][CH:13]=[C:12]([C:16]([F:19])([F:18])[F:17])[CH:11]=2)=[CH:4][C:3]=1[NH:21][C:22]([C:24]1[S:28][C:27]([NH:29][C:30]2[CH:35]=[C:34](Cl)[N:33]=[C:32]([CH3:37])[N:31]=2)=[N:26][CH:25]=1)=[O:23].[N:38]1([CH2:44][CH2:45][OH:46])[CH2:43][CH2:42][NH:41][CH2:40][CH2:39]1.CN1CCN(C)[C:49]1=[O:54]. Product: [CH3:1][C:2]1[CH:7]=[CH:6][C:5]([NH:8][C:9](=[O:20])[C:10]2[CH:15]=[CH:14][CH:13]=[C:12]([C:16]([F:19])([F:18])[F:17])[CH:11]=2)=[CH:4][C:3]=1[NH:21][C:22]([C:24]1[S:28][C:27]([NH:29][C:30]2[CH:35]=[C:34]([N:41]3[CH2:42][CH2:43][N:38]([CH2:44][CH2:45][OH:46])[CH2:39][CH2:40]3)[N:33]=[C:32]([CH3:37])[N:31]=2)=[N:26][CH:25]=1)=[O:23].[C:49]([OH:54])([C:16]([F:19])([F:18])[F:17])=[O:46]. The catalyst class is: 16. (6) Reactant: [C:1]([O:5][C:6](=[O:17])[NH:7][CH2:8][C:9]1[CH:14]=[C:13]([CH2:15]O)[CH:12]=[CH:11][N:10]=1)([CH3:4])([CH3:3])[CH3:2].C(Br)(Br)(Br)[Br:19].C1(P(C2C=CC=CC=2)C2C=CC=CC=2)C=CC=CC=1. Product: [C:1]([O:5][C:6](=[O:17])[NH:7][CH2:8][C:9]1[CH:14]=[C:13]([CH2:15][Br:19])[CH:12]=[CH:11][N:10]=1)([CH3:4])([CH3:3])[CH3:2]. The catalyst class is: 2. (7) The catalyst class is: 88. Reactant: [NH2:1][S:2]([C:5]1[CH:6]=[CH:7][C:8](F)=[C:9]([CH:13]=1)[C:10]([OH:12])=[O:11])(=[O:4])=[O:3].[NH2:15][NH2:16].O. Product: [NH2:1][S:2]([C:5]1[CH:6]=[CH:7][C:8]([NH:15][NH2:16])=[C:9]([CH:13]=1)[C:10]([OH:12])=[O:11])(=[O:4])=[O:3]. (8) The catalyst class is: 44. Reactant: C1CCC(N=C=NC2CCCCC2)CC1.[N:16]1[CH:21]=[CH:20][C:19]([C:22]2[CH:30]=[CH:29][C:25]([C:26]([OH:28])=O)=[CH:24][CH:23]=2)=[CH:18][CH:17]=1.C1C=CC2N(O)N=NC=2C=1.CCN(C(C)C)C(C)C.[NH2:50][C@@H:51]([CH2:54][C:55]1[CH:60]=[CH:59][CH:58]=[CH:57][CH:56]=1)[CH2:52][OH:53]. Product: [CH2:54]([C@H:51]([NH:50][C:26](=[O:28])[C:25]1[CH:24]=[CH:23][C:22]([C:19]2[CH:18]=[CH:17][N:16]=[CH:21][CH:20]=2)=[CH:30][CH:29]=1)[CH2:52][OH:53])[C:55]1[CH:60]=[CH:59][CH:58]=[CH:57][CH:56]=1.